Predict the product of the given reaction. From a dataset of Forward reaction prediction with 1.9M reactions from USPTO patents (1976-2016). (1) Given the reactants [NH2:1][CH2:2][C:3]1[CH:8]=[CH:7][C:6]([C:9]2[CH:14]=[CH:13][CH:12]=[CH:11][C:10]=2[C:15]2[NH:19][N:18]=[N:17][N:16]=2)=[CH:5][CH:4]=1.[CH2:20]([CH2:24][C:25](=O)[CH3:26])[C:21]([CH3:23])=O.CC(O)=O, predict the reaction product. The product is: [CH3:26][C:25]1[N:1]([CH2:2][C:3]2[CH:8]=[CH:7][C:6]([C:9]3[CH:14]=[CH:13][CH:12]=[CH:11][C:10]=3[C:15]3[NH:19][N:18]=[N:17][N:16]=3)=[CH:5][CH:4]=2)[C:21]([CH3:23])=[CH:20][CH:24]=1. (2) The product is: [CH3:57][C:54]1[S:55][CH:56]=[C:52]([C:49]2[CH:50]=[CH:51][C:46]([C:45]([OH:58])=[O:44])=[CH:47][CH:48]=2)[N:53]=1. Given the reactants COC(=O)C1C=CC(C(=O)C)=CC=1.C([O-])(=O)C1C=CC=CC=1.BrBr.COC(=O)C1C=CC(C(=O)CBr)=CC=1.C(N)(=S)C.C[O:44][C:45](=[O:58])[C:46]1[CH:51]=[CH:50][C:49]([C:52]2[N:53]=[C:54]([CH3:57])[S:55][CH:56]=2)=[CH:48][CH:47]=1.[OH-].[Li+], predict the reaction product. (3) Given the reactants [N:8]1(C([N:8]2[CH:12]=[CH:11][N:10]=[CH:9]2)=O)[CH:12]=[CH:11][N:10]=[CH:9]1.I[C:14]1[CH:15]=[C:16]([NH2:21])[C:17](N)=[CH:18][CH:19]=1.[F-].[Cs+].[CH:24]1([NH2:31])[CH2:29][CH2:28]CC[CH:25]1N.[CH:32]([O:39][CH2:40][CH3:41])([O:36]CC)OCC, predict the reaction product. The product is: [NH:10]1[C:11]2[CH:28]=[CH:29][C:24]([N:31]3[CH:41]([C:19]4[CH:14]=[CH:15][C:16]([N:21]5[CH2:18][CH2:19][CH2:14][CH2:15]5)=[CH:17][CH:18]=4)[CH2:40][O:39][C:32]3=[O:36])=[CH:25][C:12]=2[N:8]=[CH:9]1.